Predict which catalyst facilitates the given reaction. From a dataset of Catalyst prediction with 721,799 reactions and 888 catalyst types from USPTO. (1) Reactant: [CH3:1][S:2]([NH2:5])(=[O:4])=[O:3].[CH:6]1(P(C2CCCCC2)C2C=CC=CC=2C2C(C(C)C)=CC(C(C)C)=CC=2C(C)C)CCCCC1.C(=O)([O-])[O-].[Cs+].[Cs+].Cl[C:47]1[CH:52]=[C:51]([O:53][CH:54]2COC(C3C=CC=CC=3)O[CH2:55]2)[N:50]=[C:49]([S:66][CH2:67][C:68]2[CH:73]=[CH:72][CH:71]=[C:70]([F:74])[C:69]=2[F:75])[N:48]=1.[O:76]1[CH2:81][CH2:80][O:79][CH2:78][CH2:77]1. Product: [F:75][C:69]1[C:70]([F:74])=[CH:71][CH:72]=[CH:73][C:68]=1[CH2:67][S:66][C:49]1[N:48]=[C:47]([NH:5][S:2]([CH3:1])(=[O:4])=[O:3])[CH:52]=[C:51]([O:53][C@@H:54]([C@H:81]2[CH2:80][O:79][C:78]([CH3:77])([CH3:6])[O:76]2)[CH3:55])[N:50]=1. The catalyst class is: 110. (2) Reactant: [C:1]([C:4]1[CH:9]=[CH:8][C:7]([N:10]([CH3:15])[S:11]([CH3:14])(=[O:13])=[O:12])=[CH:6][CH:5]=1)(=[O:3])[CH3:2].[CH:16]([C:18]1[C:30]([O:31][CH3:32])=[CH:29][C:21]([O:22][C:23]([CH3:28])([CH3:27])[C:24]([OH:26])=[O:25])=[C:20]([C:33]2[S:34][CH:35]=[CH:36][CH:37]=2)[CH:19]=1)=O.C[O-].[Li+]. Product: [CH3:14][S:11]([N:10]([CH3:15])[C:7]1[CH:6]=[CH:5][C:4]([C:1](=[O:3])/[CH:2]=[CH:16]/[C:18]2[C:30]([O:31][CH3:32])=[CH:29][C:21]([O:22][C:23]([CH3:28])([CH3:27])[C:24]([OH:26])=[O:25])=[C:20]([C:33]3[S:34][CH:35]=[CH:36][CH:37]=3)[CH:19]=2)=[CH:9][CH:8]=1)(=[O:12])=[O:13]. The catalyst class is: 656. (3) Reactant: [F:1][C:2]1([F:19])[CH2:7][N:6]([C:8]([O:10][C:11]([CH3:14])([CH3:13])[CH3:12])=[O:9])[CH2:5][CH:4]([C:15](OC)=[O:16])[CH2:3]1.[BH4-].[Na+]. Product: [F:19][C:2]1([F:1])[CH2:3][CH:4]([CH2:15][OH:16])[CH2:5][N:6]([C:8]([O:10][C:11]([CH3:13])([CH3:12])[CH3:14])=[O:9])[CH2:7]1. The catalyst class is: 5. (4) Reactant: [OH:1][C:2]1[CH:7]=[CH:6][C:5]([C:8]2[CH:12]=[C:11]([C:13]([NH2:15])=[O:14])[O:10][N:9]=2)=[CH:4][CH:3]=1.C([O-])([O-])=O.[K+].[K+].Br[CH2:23][C:24]1[CH:29]=[CH:28][CH:27]=[CH:26][C:25]=1[S:30]([CH3:33])(=[O:32])=[O:31]. Product: [CH3:33][S:30]([C:25]1[CH:26]=[CH:27][CH:28]=[CH:29][C:24]=1[CH2:23][O:1][C:2]1[CH:3]=[CH:4][C:5]([C:8]2[CH:12]=[C:11]([C:13]([NH2:15])=[O:14])[O:10][N:9]=2)=[CH:6][CH:7]=1)(=[O:31])=[O:32]. The catalyst class is: 589. (5) Reactant: [Cl:1][C:2]1[CH:7]=[C:6]([Cl:8])[CH:5]=[CH:4][C:3]=1[S:9]([NH:12][C:13]1[CH:18]=[CH:17][C:16]([CH2:19][OH:20])=[CH:15][CH:14]=1)(=[O:11])=[O:10]. Product: [Cl:1][C:2]1[CH:7]=[C:6]([Cl:8])[CH:5]=[CH:4][C:3]=1[S:9]([NH:12][C:13]1[CH:18]=[CH:17][C:16]([CH:19]=[O:20])=[CH:15][CH:14]=1)(=[O:10])=[O:11]. The catalyst class is: 428. (6) Reactant: C([N:8]1[CH2:17][CH2:16][C:15]2[C:14]([NH:18][C:19]3[CH:24]=[CH:23][C:22]([CH3:25])=[C:21]([C:26]4[N:27]=[CH:28][C:29]5[C:34]([CH:35]=4)=[CH:33][CH:32]=[CH:31][CH:30]=5)[CH:20]=3)=[N:13][CH:12]=[N:11][C:10]=2[CH2:9]1)C1C=CC=CC=1.CCN(C(C)C)C(C)C.C(Cl)(=O)OC(Cl)C. Product: [CH:28]1[C:29]2[C:34](=[CH:33][CH:32]=[CH:31][CH:30]=2)[CH:35]=[C:26]([C:21]2[CH:20]=[C:19]([NH:18][C:14]3[C:15]4[CH2:16][CH2:17][NH:8][CH2:9][C:10]=4[N:11]=[CH:12][N:13]=3)[CH:24]=[CH:23][C:22]=2[CH3:25])[N:27]=1. The catalyst class is: 68.